Task: Predict the reaction yield, written as a fraction of the theoretical maximum amount of product (1.0 means a 100% yield; for example, 0.34 means a 34% yield).. Dataset: Reaction yield outcomes from USPTO patents with 853,638 reactions (1) The product is [Cl:1][C:2]1[CH:8]=[CH:7][C:5]([N:6]2[CH:17]=[N:26][N:25]=[N:24]2)=[C:4]([C:9]2[CH:14]=[C:13]([O:15][CH3:16])[N:12]=[CH:11][N:10]=2)[CH:3]=1. The catalyst is CC(O)=O. The yield is 0.950. The reactants are [Cl:1][C:2]1[CH:8]=[CH:7][C:5]([NH2:6])=[C:4]([C:9]2[CH:14]=[C:13]([O:15][CH3:16])[N:12]=[CH:11][N:10]=2)[CH:3]=1.[CH3:17]OC(OC)OC.[N-:24]=[N+:25]=[N-:26].[Na+].O. (2) The reactants are [Br:1][C:2]1[CH:3]=[C:4]([C:9]([C:13]2[CH:18]=[CH:17][CH:16]=[CH:15][CH:14]=2)=[CH:10]OC)[C:5]([NH2:8])=[N:6][CH:7]=1.Cl(O)(=O)(=O)=O.CN. The catalyst is O1CCOCC1. The product is [Br:1][C:2]1[CH:3]=[C:4]2[C:9]([C:13]3[CH:18]=[CH:17][CH:16]=[CH:15][CH:14]=3)=[CH:10][NH:8][C:5]2=[N:6][CH:7]=1. The yield is 0.780. (3) The reactants are [H-].[Na+].[C:3]([CH2:5]P(=O)(OCC)OCC)#[N:4].[CH3:14][C:15]1([CH3:24])[CH2:20][C:19]([CH3:22])([CH3:21])[CH2:18][C:17](=O)[CH2:16]1. The catalyst is C1COCC1. The product is [CH3:14][C:15]1([CH3:24])[CH2:20][C:19]([CH3:22])([CH3:21])[CH2:18][C:17](=[CH:5][C:3]#[N:4])[CH2:16]1. The yield is 0.710. (4) The reactants are [OH:1][C:2]1[CH:3]=[CH:4][C:5]2[N:9]=[CH:8][N:7]([C:10]3[S:14][C:13]([C:15]([O:17][CH3:18])=[O:16])=[C:12]([O:19][C@@H:20]([C:22]4[CH:27]=[CH:26][CH:25]=[CH:24][C:23]=4[C:28]([F:31])([F:30])[F:29])[CH3:21])[CH:11]=3)[C:6]=2[CH:32]=1.C(=O)([O-])[O-].[Cs+].[Cs+].[C:39]([O:43][C:44]([N:46]1[CH2:51][CH2:50][CH:49](OS(C2C=CC(C)=CC=2)(=O)=O)[CH2:48][CH2:47]1)=[O:45])([CH3:42])([CH3:41])[CH3:40].CCOC(C)=O. The catalyst is CN(C)C=O.O. The product is [CH3:18][O:17][C:15]([C:13]1[S:14][C:10]([N:7]2[C:6]3[CH:32]=[C:2]([O:1][CH:49]4[CH2:50][CH2:51][N:46]([C:44]([O:43][C:39]([CH3:42])([CH3:41])[CH3:40])=[O:45])[CH2:47][CH2:48]4)[CH:3]=[CH:4][C:5]=3[N:9]=[CH:8]2)=[CH:11][C:12]=1[O:19][C@@H:20]([C:22]1[CH:27]=[CH:26][CH:25]=[CH:24][C:23]=1[C:28]([F:30])([F:29])[F:31])[CH3:21])=[O:16]. The yield is 0.720.